From a dataset of Full USPTO retrosynthesis dataset with 1.9M reactions from patents (1976-2016). Predict the reactants needed to synthesize the given product. (1) Given the product [Cl:1][C:2]1[CH:7]=[CH:6][C:5]([CH2:8][CH:9]([NH2:26])[CH:10]([CH3:12])[CH3:11])=[CH:4][C:3]=1[O:14][CH2:15][CH2:16][O:17][CH3:18], predict the reactants needed to synthesize it. The reactants are: [Cl:1][C:2]1[CH:7]=[CH:6][C:5]([CH2:8][C:9](=O)[CH:10]([CH3:12])[CH3:11])=[CH:4][C:3]=1[O:14][CH2:15][CH2:16][O:17][CH3:18].C([O-])(=O)C.[NH4+].[BH3-]C#[N:26].[Na+]. (2) Given the product [Cl:57][C:42]1[CH:43]=[CH:44][C:39]2[O:38][C:37]3([OH:55])[C:47]4[C:52]([C:53](=[O:54])[C:36]3([NH:35][C:11]([C:4]3[C:5]5[C:10](=[CH:9][CH:8]=[CH:7][CH:6]=5)[N:1]=[CH:2][CH:3]=3)=[O:13])[C:40]=2[CH:41]=1)=[CH:51][CH:50]=[CH:49][CH:48]=4, predict the reactants needed to synthesize it. The reactants are: [N:1]1[C:10]2[C:5](=[CH:6][CH:7]=[CH:8][CH:9]=2)[C:4]([C:11]([OH:13])=O)=[CH:3][CH:2]=1.CCN=C=NCCCN(C)C.C1C=CC2N(O)N=NC=2C=1.[NH2:35][C:36]12[C:53](=[O:54])[C:52]3[C:47](=[CH:48][CH:49]=[CH:50][CH:51]=3)[C:37]1([OH:55])[O:38][C:39]1[C:44](CC)=[CH:43][CH:42]=[CH:41][C:40]=12.C(Cl)[Cl:57]. (3) Given the product [O:11]1[C:15]2[CH:16]=[CH:17][C:18]([C:2]3[CH:8]=[C:7]([F:9])[C:5]([NH2:6])=[C:4]([F:10])[CH:3]=3)=[CH:19][C:14]=2[CH2:13][CH2:12]1, predict the reactants needed to synthesize it. The reactants are: Br[C:2]1[CH:8]=[C:7]([F:9])[C:5]([NH2:6])=[C:4]([F:10])[CH:3]=1.[O:11]1[C:15]2[CH:16]=[CH:17][C:18](B(O)O)=[CH:19][C:14]=2[CH2:13][CH2:12]1. (4) Given the product [CH3:1][O:2][C:3]1[N:8]=[C:7]([C:9]([NH:11][NH2:12])=[O:10])[CH:6]=[CH:5][C:4]=1[N:23]1[CH:27]=[C:26]([CH3:28])[N:25]=[CH:24]1, predict the reactants needed to synthesize it. The reactants are: [CH3:1][O:2][C:3]1[N:8]=[C:7]([C:9]([NH:11][NH:12]C(OCC2C=CC=CC=2)=O)=[O:10])[CH:6]=[CH:5][C:4]=1[N:23]1[CH:27]=[C:26]([CH3:28])[N:25]=[CH:24]1.